From a dataset of Full USPTO retrosynthesis dataset with 1.9M reactions from patents (1976-2016). Predict the reactants needed to synthesize the given product. (1) Given the product [CH2:1]([N:8]1[CH2:20][C@@H:19]2[C@H:10]([N:11]([C:29](=[O:31])[CH3:30])[CH2:12][C:13]3[C:14]([CH3:21])=[CH:15][CH:16]=[CH:17][C:18]=32)[CH2:9]1)[C:2]1[CH:3]=[CH:4][CH:5]=[CH:6][CH:7]=1, predict the reactants needed to synthesize it. The reactants are: [CH2:1]([N:8]1[CH2:20][C@@H:19]2[C@H:10]([NH:11][CH2:12][C:13]3[C:14]([CH3:21])=[CH:15][CH:16]=[CH:17][C:18]=32)[CH2:9]1)[C:2]1[CH:7]=[CH:6][CH:5]=[CH:4][CH:3]=1.C(N(CC)CC)C.[C:29](Cl)(=[O:31])[CH3:30]. (2) The reactants are: [N+:1]([C:4]1[CH:12]=[CH:11][CH:10]=[C:9]2[C:5]=1[CH:6]=[CH:7][N:8]2[CH2:13][C:14]1[CH:19]=[CH:18][N:17]=[C:16]2[NH:20][CH:21]=[CH:22][C:15]=12)([O-:3])=[O:2].[CH3:23][C:24]([O:27][C:28](O[C:28]([O:27][C:24]([CH3:26])([CH3:25])[CH3:23])=[O:29])=[O:29])([CH3:26])[CH3:25]. Given the product [N+:1]([C:4]1[CH:12]=[CH:11][CH:10]=[C:9]2[C:5]=1[CH:6]=[CH:7][N:8]2[CH2:13][C:14]1[CH:19]=[CH:18][N:17]=[C:16]2[N:20]([C:28]([O:27][C:24]([CH3:26])([CH3:25])[CH3:23])=[O:29])[CH:21]=[CH:22][C:15]=12)([O-:3])=[O:2], predict the reactants needed to synthesize it.